This data is from Forward reaction prediction with 1.9M reactions from USPTO patents (1976-2016). The task is: Predict the product of the given reaction. (1) Given the reactants [C:1]([C:3]1[O:7][C:6]([S:8]([N:11]2[C:15]([C:16]3[C:17]([F:22])=[N:18][CH:19]=[CH:20][CH:21]=3)=[C:14]([F:23])[C:13]([CH2:24][N:25](C)[C:26](=O)OC(C)(C)C)=[CH:12]2)(=[O:10])=[O:9])=[CH:5][CH:4]=1)#[N:2].[C:34]([O:37]CC)(=[O:36])[CH3:35].Cl.[C:41]([O:44]CC)(=[O:43])[CH3:42], predict the reaction product. The product is: [C:41]([OH:44])(=[O:43])/[CH:42]=[CH:35]/[C:34]([OH:37])=[O:36].[F:23][C:14]1[C:13]([CH2:24][NH:25][CH3:26])=[CH:12][N:11]([S:8]([C:6]2[O:7][C:3]([C:1]#[N:2])=[CH:4][CH:5]=2)(=[O:10])=[O:9])[C:15]=1[C:16]1[C:17]([F:22])=[N:18][CH:19]=[CH:20][CH:21]=1. (2) Given the reactants [F:1][C:2]1[CH:3]=[C:4]2[C:9](=[C:10]([O:12][Si:13]([CH:20]([CH3:22])[CH3:21])([CH:17]([CH3:19])[CH3:18])[CH:14]([CH3:16])[CH3:15])[CH:11]=1)[N:8]=[C:7]([CH:23]=[N:24][NH:25][C:26]1[CH:31]=[CH:30][CH:29]=[CH:28][N:27]=1)[CH:6]=[CH:5]2.C(O)(=O)C.C(O)(=O)C.IC1C=CC=CC=1, predict the reaction product. The product is: [N:25]1[N:24]=[C:23]([C:7]2[CH:6]=[CH:5][C:4]3[C:9](=[C:10]([O:12][Si:13]([CH:20]([CH3:21])[CH3:22])([CH:17]([CH3:18])[CH3:19])[CH:14]([CH3:15])[CH3:16])[CH:11]=[C:2]([F:1])[CH:3]=3)[N:8]=2)[N:27]2[CH:28]=[CH:29][CH:30]=[CH:31][C:26]=12. (3) Given the reactants [Cl:1][C:2]1[N:10]=[C:9]2[C:5]([NH:6][CH:7]=[N:8]2)=[C:4](Cl)[N:3]=1.[Cl:12][C:13]1[CH:19]=[CH:18][C:16]([NH2:17])=[CH:15][CH:14]=1, predict the reaction product. The product is: [Cl:1][C:2]1[N:10]=[C:9]2[C:5]([N:6]=[CH:7][NH:8]2)=[C:4]([NH:17][C:16]2[CH:18]=[CH:19][C:13]([Cl:12])=[CH:14][CH:15]=2)[N:3]=1. (4) Given the reactants [CH2:1]([NH:4][S:5]([C:8]1[S:12][C:11](Br)=[C:10]([C:14]2[S:18][C:17]([NH:19][C:20](=[O:22])[CH3:21])=[N:16][C:15]=2[CH3:23])[CH:9]=1)(=[O:7])=[O:6])[CH:2]=[CH2:3].C([Li])CCC.O, predict the reaction product. The product is: [CH2:1]([NH:4][S:5]([C:8]1[S:12][CH:11]=[C:10]([C:14]2[S:18][C:17]([NH:19][C:20](=[O:22])[CH3:21])=[N:16][C:15]=2[CH3:23])[CH:9]=1)(=[O:7])=[O:6])[CH:2]=[CH2:3]. (5) Given the reactants Br[C:2]1[C:15]2[C:10](=[CH:11][CH:12]=[CH:13][CH:14]=2)[C:9]([C:16]2[CH:21]=[CH:20][C:19]([C:22]3[N:23]=[C:24]4[CH:29]=[CH:28][CH:27]=[CH:26][N:25]4[CH:30]=3)=[CH:18][CH:17]=2)=[C:8]2[C:3]=1[CH:4]=[CH:5][CH:6]=[CH:7]2.[C:31]1([C:37]2[CH:42]=[C:41](B(O)O)[CH:40]=[C:39]([C:46]3[CH:51]=[CH:50][CH:49]=[CH:48][CH:47]=3)[CH:38]=2)[CH:36]=[CH:35][CH:34]=[CH:33][CH:32]=1.C(=O)([O-])[O-].[Na+].[Na+], predict the reaction product. The product is: [C:31]1([C:37]2[CH:42]=[C:41]([C:2]3[C:3]4[C:8](=[CH:7][CH:6]=[CH:5][CH:4]=4)[C:9]([C:16]4[CH:21]=[CH:20][C:19]([C:22]5[N:23]=[C:24]6[CH:29]=[CH:28][CH:27]=[CH:26][N:25]6[CH:30]=5)=[CH:18][CH:17]=4)=[C:10]4[C:15]=3[CH:14]=[CH:13][CH:12]=[CH:11]4)[CH:40]=[C:39]([C:46]3[CH:47]=[CH:48][CH:49]=[CH:50][CH:51]=3)[CH:38]=2)[CH:32]=[CH:33][CH:34]=[CH:35][CH:36]=1. (6) Given the reactants CO[CH:3](OC)[C:4](=[N:7][OH:8])[C:5]#[N:6].Cl.[C:12]([NH:16][NH2:17])([CH3:15])([CH3:14])[CH3:13].Cl.N, predict the reaction product. The product is: [NH2:6][C:5]1[N:16]([C:12]([CH3:15])([CH3:14])[CH3:13])[N:17]=[CH:3][C:4]=1[N:7]=[O:8].